Dataset: Catalyst prediction with 721,799 reactions and 888 catalyst types from USPTO. Task: Predict which catalyst facilitates the given reaction. (1) Reactant: [NH2:1][C@@H:2]([CH3:5])[CH2:3][OH:4].C(N(CC)CC)C.[C:13](O[C:13]([O:15][C:16]([CH3:19])([CH3:18])[CH3:17])=[O:14])([O:15][C:16]([CH3:19])([CH3:18])[CH3:17])=[O:14]. Product: [OH:4][CH2:3][C@@H:2]([NH:1][C:13](=[O:14])[O:15][C:16]([CH3:19])([CH3:18])[CH3:17])[CH3:5]. The catalyst class is: 5. (2) Reactant: [F:1][C:2]1[CH:8]=[C:7]([F:9])[CH:6]=[CH:5][C:3]=1[NH2:4].C(N(CC)CC)C.[Cl:17][CH2:18][C:19](Cl)=[O:20]. Product: [Cl:17][CH2:18][C:19]([NH:4][C:3]1[CH:5]=[CH:6][C:7]([F:9])=[CH:8][C:2]=1[F:1])=[O:20]. The catalyst class is: 2. (3) Reactant: [C:1]1([P:7]([C:14]2[CH:19]=[CH:18][CH:17]=[CH:16][CH:15]=2)[C:8]2[CH:13]=[CH:12][CH:11]=[CH:10][CH:9]=2)[CH:6]=[CH:5][CH:4]=[CH:3][CH:2]=1.[Cl:20][CH2:21][C:22]#[N:23]. Product: [ClH:20].[C:22]([CH:21]=[P:7]([C:1]1[CH:2]=[CH:3][CH:4]=[CH:5][CH:6]=1)([C:8]1[CH:13]=[CH:12][CH:11]=[CH:10][CH:9]=1)[C:14]1[CH:15]=[CH:16][CH:17]=[CH:18][CH:19]=1)#[N:23]. The catalyst class is: 11. (4) Reactant: [OH-].[K+].[CH:3]([O:6][C:7]1[C:8]([CH3:17])=[N:9][CH:10]=[C:11]([CH:16]=1)[C:12]([O:14]C)=[S:13])([CH3:5])[CH3:4]. Product: [CH:3]([O:6][C:7]1[C:8]([CH3:17])=[N:9][CH:10]=[C:11]([CH:16]=1)[C:12]([OH:14])=[S:13])([CH3:5])[CH3:4]. The catalyst class is: 72. (5) Reactant: [CH2:1]([NH:8][C:9]1[C:18]2[C:13](=[CH:14][CH:15]=[CH:16][C:17]=2[C:19]2[CH:24]=[CH:23][CH:22]=[CH:21][CH:20]=2)[C:12]([C:25]2[CH:26]=[N:27][CH:28]=[C:29]([CH:32]=2)[C:30]#[N:31])=[C:11]([Cl:33])[N:10]=1)[C:2]1[CH:7]=[CH:6][CH:5]=[CH:4][CH:3]=1.[N-:34]=[N+:35]=[N-:36].[Na+]. Product: [N:31]1[NH:34][N:35]=[N:36][C:30]=1[C:29]1[CH:32]=[C:25]([C:12]2[C:13]3[C:18](=[C:17]([C:19]4[CH:24]=[CH:23][CH:22]=[CH:21][CH:20]=4)[CH:16]=[CH:15][CH:14]=3)[C:9]([NH:8][CH2:1][C:2]3[CH:7]=[CH:6][CH:5]=[CH:4][CH:3]=3)=[N:10][C:11]=2[Cl:33])[CH:26]=[N:27][CH:28]=1. The catalyst class is: 3. (6) The catalyst class is: 5. Reactant: C[O:2][C:3](=O)[C:4]1[CH:9]=[CH:8][CH:7]=[C:6]([C:10]2([CH3:27])[CH2:15][CH2:14][N:13]([CH2:16][CH2:17][CH:18]([CH:20]3[CH2:25][CH2:24][CH2:23][CH2:22][CH2:21]3)[OH:19])[CH2:12][CH:11]2[CH3:26])[CH:5]=1.[C-]#[N:30].[Na+].N. Product: [CH:20]1([CH:18]([OH:19])[CH2:17][CH2:16][N:13]2[CH2:14][CH2:15][C:10]([C:6]3[CH:5]=[C:4]([CH:9]=[CH:8][CH:7]=3)[C:3]([NH2:30])=[O:2])([CH3:27])[CH:11]([CH3:26])[CH2:12]2)[CH2:25][CH2:24][CH2:23][CH2:22][CH2:21]1. (7) Reactant: C([O:5][C:6](=[O:17])/[CH:7]=[CH:8]/[C:9]1[CH:14]=[CH:13][C:12]([CH:15]=O)=[CH:11][N:10]=1)(C)(C)C.[OH-].[K+].[CH3:20][C@H:21]1[N:26]([CH3:27])[C@@H:25]([CH3:28])[CH2:24][N:23]([C:29]2[CH:30]=[C:31]([C:35](=[O:37])[CH3:36])[CH:32]=[CH:33][CH:34]=2)[CH2:22]1. Product: [O:37]=[C:35]([C:31]1[CH:32]=[CH:33][CH:34]=[C:29]([N:23]2[CH2:22][C@H:21]([CH3:20])[N:26]([CH3:27])[C@H:25]([CH3:28])[CH2:24]2)[CH:30]=1)/[CH:36]=[CH:15]/[C:12]1[CH:13]=[CH:14][C:9](/[CH:8]=[CH:7]/[C:6]([OH:5])=[O:17])=[N:10][CH:11]=1. The catalyst class is: 14.